Task: Predict the product of the given reaction.. Dataset: Forward reaction prediction with 1.9M reactions from USPTO patents (1976-2016) (1) The product is: [Br:1][C:2]1[CH:14]=[CH:13][C:12]2[C:11]3[C:6]([C:5]4([CH2:31][CH2:30][C:19]5([O:20][CH2:21][CH2:22][O:18]5)[CH2:23][CH2:24]4)[C:4]=2[CH:3]=1)=[CH:7][C:8]([Br:15])=[CH:9][CH:10]=3. Given the reactants [Br:1][C:2]1[CH:14]=[CH:13][C:12]2[C:11]3[C:6](=[CH:7][C:8]([Br:15])=[CH:9][CH:10]=3)[CH2:5][C:4]=2[CH:3]=1.[H-].[Na+].[O:18]1[CH2:22][CH2:21][O:20][C:19]1([CH2:30][CH2:31]CS([O-])(=O)=O)[CH2:23][CH2:24]CS([O-])(=O)=O, predict the reaction product. (2) Given the reactants [Cl:1][C:2]1[S:6][C:5]([C:7]2[O:11][N:10]=[CH:9][C:8]=2[CH2:12][CH2:13][C:14](OC)=[O:15])=[CH:4][CH:3]=1.[H-].C([Al+]CC(C)C)C(C)C.Cl, predict the reaction product. The product is: [Cl:1][C:2]1[S:6][C:5]([C:7]2[O:11][N:10]=[CH:9][C:8]=2[CH2:12][CH2:13][CH2:14][OH:15])=[CH:4][CH:3]=1.